This data is from Full USPTO retrosynthesis dataset with 1.9M reactions from patents (1976-2016). The task is: Predict the reactants needed to synthesize the given product. (1) Given the product [CH2:9]([O:11][C:12]([C:13]1[NH:14][C:3]2[C:2]([Br:1])=[CH:6][O:5][C:4]=2[CH:7]=1)=[O:17])[CH3:10], predict the reactants needed to synthesize it. The reactants are: [Br:1][C:2]1[CH:3]=[C:4]([CH:7]=O)[O:5][CH:6]=1.[CH2:9]([O:11][C:12](=[O:17])[CH2:13][N:14]=[N+]=[N-])[CH3:10].[O-]CC.[NH4+].[Cl-].C([O-])(=O)C=C. (2) Given the product [OH:27][C@@:20]1([C:18]#[C:19][C:2]2[CH:3]=[C:4]([C:8]3[S:9][CH:10]=[C:11]([C:13]([O:15][CH2:16][CH3:17])=[O:14])[N:12]=3)[CH:5]=[CH:6][CH:7]=2)[CH2:24][CH2:23][N:22]([CH3:25])[C:21]1=[O:26], predict the reactants needed to synthesize it. The reactants are: Br[C:2]1[CH:3]=[C:4]([C:8]2[S:9][CH:10]=[C:11]([C:13]([O:15][CH2:16][CH3:17])=[O:14])[N:12]=2)[CH:5]=[CH:6][CH:7]=1.[C:18]([C@:20]1([OH:27])[CH2:24][CH2:23][N:22]([CH3:25])[C:21]1=[O:26])#[CH:19]. (3) Given the product [NH2:76][C:73]1[C:72]2[CH:91]=[C:68]([C:66]3[CH:67]=[C:62]([Cl:61])[CH:63]=[CH:64][C:65]=3[O:92][C:93]3[C:94]([Cl:109])=[CH:95][C:96]([S:100]([NH:101][C:102]4[N:103]=[CH:104][S:105][CH:106]=4)(=[O:107])=[O:108])=[C:97]([F:99])[CH:98]=3)[CH:69]=[CH:70][C:71]=2[O:75][N:74]=1, predict the reactants needed to synthesize it. The reactants are: ClC1C=CC(OC2C=C(F)C(S(=O)(=O)N(CC3C=CC(OC)=CC=3OC)C3SN=CN=3)=CC=2F)=C(C2C=CC3ON=C(N(C(OC(C)(C)C)=O)C(OC(C)(C)C)=O)C=3C=2)C=1.[Cl:61][C:62]1[CH:63]=[CH:64][C:65]([O:92][C:93]2[CH:98]=[C:97]([F:99])[C:96]([S:100](=[O:108])(=[O:107])[NH:101][C:102]3[N:103]=[CH:104][S:105][CH:106]=3)=[CH:95][C:94]=2[Cl:109])=[C:66]([C:68]2[CH:69]=[CH:70][C:71]3[O:75][N:74]=[C:73]([N:76](C(OC(C)(C)C)=O)C(OC(C)(C)C)=O)[C:72]=3[CH:91]=2)[CH:67]=1. (4) Given the product [C:25]([C:27]1[CH:32]=[C:31]([C:5]2[C:4]([C:3]([OH:2])=[O:24])=[CH:9][C:8]([C:10]3[S:11][CH:12]=[C:13]([C:15]4[CH:20]=[CH:19][C:18]([Cl:21])=[C:17]([Cl:22])[CH:16]=4)[N:14]=3)=[CH:7][CH:6]=2)[CH:30]=[CH:29][CH:28]=1)#[N:26], predict the reactants needed to synthesize it. The reactants are: C[O:2][C:3](=[O:24])[C:4]1[CH:9]=[C:8]([C:10]2[S:11][CH:12]=[C:13]([C:15]3[CH:20]=[CH:19][C:18]([Cl:21])=[C:17]([Cl:22])[CH:16]=3)[N:14]=2)[CH:7]=[CH:6][C:5]=1Br.[C:25]([C:27]1[CH:28]=[C:29](B(O)O)[CH:30]=[CH:31][CH:32]=1)#[N:26]. (5) Given the product [C:18]1([CH3:28])[CH:23]=[CH:22][C:21]([S:24]([O:17][C:8]2[CH:9]=[CH:10][C:11]([C:13]([CH3:16])([CH3:15])[CH3:14])=[CH:12][C:7]=2[C:3]([CH3:6])([CH3:5])[CH3:4])(=[O:26])=[O:25])=[CH:20][CH:19]=1, predict the reactants needed to synthesize it. The reactants are: [H-].[Na+].[C:3]([C:7]1[CH:12]=[C:11]([C:13]([CH3:16])([CH3:15])[CH3:14])[CH:10]=[CH:9][C:8]=1[OH:17])([CH3:6])([CH3:5])[CH3:4].[C:18]1([CH3:28])[CH:23]=[CH:22][C:21]([S:24](Cl)(=[O:26])=[O:25])=[CH:20][CH:19]=1.O. (6) Given the product [NH:1]1[C:9]2[C:4](=[CH:5][C:6]([NH:10][CH:11]3[CH2:16][CH2:15][CH:14]([NH:25][CH:24]([CH3:23])[CH3:26])[CH2:13][CH2:12]3)=[CH:7][CH:8]=2)[CH:3]=[N:2]1, predict the reactants needed to synthesize it. The reactants are: [NH:1]1[C:9]2[C:4](=[CH:5][C:6]([NH:10][CH:11]3[CH2:16][CH2:15][C:14](=O)[CH2:13][CH2:12]3)=[CH:7][CH:8]=2)[CH:3]=[N:2]1.S1C=CC=C1[CH2:23][CH2:24][NH2:25].[C:26](O[BH-](OC(=O)C)OC(=O)C)(=O)C.[Na+].Cl.CO.